Regression. Given two drug SMILES strings and cell line genomic features, predict the synergy score measuring deviation from expected non-interaction effect. From a dataset of NCI-60 drug combinations with 297,098 pairs across 59 cell lines. (1) Drug 1: CNC(=O)C1=CC=CC=C1SC2=CC3=C(C=C2)C(=NN3)C=CC4=CC=CC=N4. Drug 2: CN(C)C1=NC(=NC(=N1)N(C)C)N(C)C. Cell line: HOP-92. Synergy scores: CSS=0.876, Synergy_ZIP=1.34, Synergy_Bliss=2.86, Synergy_Loewe=2.11, Synergy_HSA=0.926. (2) Drug 1: CN(C)C1=NC(=NC(=N1)N(C)C)N(C)C. Drug 2: CC(C1=C(C=CC(=C1Cl)F)Cl)OC2=C(N=CC(=C2)C3=CN(N=C3)C4CCNCC4)N. Cell line: HOP-92. Synergy scores: CSS=0.668, Synergy_ZIP=-2.55, Synergy_Bliss=-3.12, Synergy_Loewe=-13.4, Synergy_HSA=-4.20. (3) Drug 1: CC(C)NC(=O)C1=CC=C(C=C1)CNNC.Cl. Drug 2: C1CCC(C(C1)N)N.C(=O)(C(=O)[O-])[O-].[Pt+4]. Cell line: NCI/ADR-RES. Synergy scores: CSS=-9.08, Synergy_ZIP=-5.94, Synergy_Bliss=-15.4, Synergy_Loewe=-29.4, Synergy_HSA=-21.9. (4) Cell line: SF-268. Synergy scores: CSS=21.0, Synergy_ZIP=-2.84, Synergy_Bliss=-1.35, Synergy_Loewe=-3.69, Synergy_HSA=-3.54. Drug 1: CC12CCC(CC1=CCC3C2CCC4(C3CC=C4C5=CN=CC=C5)C)O. Drug 2: CNC(=O)C1=NC=CC(=C1)OC2=CC=C(C=C2)NC(=O)NC3=CC(=C(C=C3)Cl)C(F)(F)F. (5) Drug 1: C1CCC(CC1)NC(=O)N(CCCl)N=O. Drug 2: B(C(CC(C)C)NC(=O)C(CC1=CC=CC=C1)NC(=O)C2=NC=CN=C2)(O)O. Cell line: KM12. Synergy scores: CSS=24.6, Synergy_ZIP=-7.16, Synergy_Bliss=1.92, Synergy_Loewe=5.05, Synergy_HSA=4.76.